This data is from Catalyst prediction with 721,799 reactions and 888 catalyst types from USPTO. The task is: Predict which catalyst facilitates the given reaction. (1) Reactant: C([Li])(C)(C)C.[C:6]([O:10][C:11](=[O:20])[N:12]([CH3:19])[C:13]1[N:14]([CH3:18])[CH:15]=[CH:16][N:17]=1)([CH3:9])([CH3:8])[CH3:7].[CH2:21]([Sn:25](Cl)([CH2:30][CH2:31][CH2:32][CH3:33])[CH2:26][CH2:27][CH2:28][CH3:29])[CH2:22][CH2:23][CH3:24].[Cl-].[NH4+]. Product: [C:6]([O:10][C:11](=[O:20])[N:12]([CH3:19])[C:13]1[N:14]([CH3:18])[C:15]([Sn:25]([CH2:26][CH2:27][CH2:28][CH3:29])([CH2:30][CH2:31][CH2:32][CH3:33])[CH2:21][CH2:22][CH2:23][CH3:24])=[CH:16][N:17]=1)([CH3:9])([CH3:8])[CH3:7]. The catalyst class is: 7. (2) Product: [CH:15]1([O:20][C:21]2[C:26]([C:27]3[CH:36]=[CH:35][C:34]4[C:29](=[CH:30][CH:31]=[CH:32][CH:33]=4)[CH:28]=3)=[CH:25][C:24]([CH2:37][CH2:38][C:39]([OH:41])=[O:40])=[CH:23][C:22]=2[NH:43][CH3:44])[CH2:16][CH2:17][CH2:18][CH2:19]1. Reactant: FC1C=C(CCC(O)=O)C=CC=1OC.[CH:15]1([O:20][C:21]2[C:26]([C:27]3[CH:36]=[CH:35][C:34]4[C:29](=[CH:30][CH:31]=[CH:32][CH:33]=4)[CH:28]=3)=[CH:25][C:24]([CH2:37][CH2:38][C:39]([O:41]C)=[O:40])=[CH:23][C:22]=2[N:43](C)[C:44](=O)C(F)(F)F)[CH2:19][CH2:18][CH2:17][CH2:16]1. The catalyst class is: 74. (3) Reactant: C1(N=C=NC2CCCCC2)CCCCC1.[F:16][C:17]([F:28])([F:27])[C:18]1[CH:23]=[CH:22][CH:21]=[C:20]([C:24]([OH:26])=[O:25])[CH:19]=1.[F:29][C:30]1[C:35](O)=[C:34]([F:37])[C:33]([F:38])=[C:32]([F:39])[C:31]=1[F:40]. Product: [F:16][C:17]([F:27])([F:28])[C:18]1[CH:19]=[C:20]([CH:21]=[CH:22][CH:23]=1)[C:24]([O:26][C:35]1[C:34]([F:37])=[C:33]([F:38])[C:32]([F:39])=[C:31]([F:40])[C:30]=1[F:29])=[O:25]. The catalyst class is: 1. (4) Reactant: [CH3:1][O:2][C:3]([C@@H:5]1[CH2:10][CH2:9][C@H:8]([O:11][C:12]2[CH:20]=[CH:19][C:15]([C:16]([OH:18])=O)=[CH:14][CH:13]=2)[CH2:7][CH2:6]1)=[O:4].[F:21][C:22]1[CH:23]=[C:24]([CH:32]=[C:33]([F:35])[CH:34]=1)[CH2:25][C:26]1[S:30][C:29]([NH2:31])=[N:28][N:27]=1.C(N(C(C)C)CC)(C)C.O. Product: [F:35][C:33]1[CH:32]=[C:24]([CH:23]=[C:22]([F:21])[CH:34]=1)[CH2:25][C:26]1[S:30][C:29]([NH:31][C:16]([C:15]2[CH:14]=[CH:13][C:12]([O:11][C@@H:8]3[CH2:7][CH2:6][C@H:5]([C:3]([O:2][CH3:1])=[O:4])[CH2:10][CH2:9]3)=[CH:20][CH:19]=2)=[O:18])=[N:28][N:27]=1. The catalyst class is: 9. (5) Reactant: [I-].[F:2][C:3]([F:36])([F:35])[C:4]1[CH:5]=[C:6]([CH:28]=[C:29](C(F)(F)F)[CH:30]=1)[CH2:7][O:8][CH2:9][CH:10]([C:22]1[CH:27]=[CH:26][CH:25]=[CH:24][CH:23]=1)[CH2:11][NH:12][C:13]([C:15]1[CH:20]=[CH:19][N+:18]([CH3:21])=[CH:17][CH:16]=1)=[O:14].[F:37][C:38]([F:71])([F:70])C1C=C(C=C([C:38]([F:71])([F:70])[F:37])C=1)COCC(C1C=CC(F)=CC=1)CNC(=O)C1C=CN=CC=1.C([Cl:79])[C:73]1[CH:78]=[CH:77][CH:76]=[CH:75][CH:74]=1. Product: [Cl-:79].[CH2:21]([N+:18]1[CH:19]=[CH:20][C:15]([C:13](=[O:14])[NH:12][CH2:11][CH:10]([C:22]2[CH:23]=[CH:24][CH:25]=[CH:26][CH:27]=2)[CH2:9][O:8][CH2:7][C:6]2[CH:28]=[CH:29][C:30]([C:38]([F:71])([F:70])[F:37])=[C:4]([C:3]([F:36])([F:2])[F:35])[CH:5]=2)=[CH:16][CH:17]=1)[C:73]1[CH:78]=[CH:77][CH:76]=[CH:75][CH:74]=1. The catalyst class is: 2. (6) The catalyst class is: 58. Product: [NH2:1][C:2]1[C:18]2[C:17](=[O:19])[C:16]([C:20]([OH:22])=[O:21])=[CH:15][N:7]3[C:8]4([CH2:14][CH2:13][O:12][CH2:11]4)[CH2:9][O:10][C:5]([C:6]=23)=[C:4]([NH:34][CH2:33][CH2:32][CH2:31][C:26]2[CH:27]=[CH:28][CH:29]=[CH:30][N:25]=2)[C:3]=1[F:24]. Reactant: [NH2:1][C:2]1[C:18]2[C:17](=[O:19])[C:16]([C:20]([OH:22])=[O:21])=[CH:15][N:7]3[C:8]4([CH2:14][CH2:13][O:12][CH2:11]4)[CH2:9][O:10][C:5]([C:6]=23)=[C:4](F)[C:3]=1[F:24].[N:25]1[CH:30]=[CH:29][CH:28]=[CH:27][C:26]=1[CH2:31][CH2:32][CH2:33][NH2:34].C(N(CC)CC)C.[NH4+].[Cl-]. (7) Reactant: [F:1][C:2]([F:11])([F:10])[C:3]1[CH:4]=[C:5]([OH:9])[CH:6]=[CH:7][CH:8]=1.C(N(C(C)C)CC)(C)C.[CH3:21][O:22][CH2:23]Cl.O. Product: [CH3:21][O:22][CH2:23][O:9][C:5]1[CH:6]=[CH:7][CH:8]=[C:3]([C:2]([F:10])([F:11])[F:1])[CH:4]=1. The catalyst class is: 4. (8) The catalyst class is: 93. Product: [C:19]([C:18]([CH3:22])([CH3:21])[CH2:17][C:11]1[CH:12]=[C:13]([O:16][CH2:39][C:35]2[CH:34]=[C:33]([CH:26]([CH:23]3[CH2:24][CH2:25]3)[CH2:27][C:28]([O:30][CH2:31][CH3:32])=[O:29])[CH:38]=[CH:37][CH:36]=2)[CH:14]=[CH:15][C:10]=1[C:3]1[CH:4]=[C:5]([O:8][CH3:9])[CH:6]=[CH:7][C:2]=1[F:1])#[N:20]. Reactant: [F:1][C:2]1[CH:7]=[CH:6][C:5]([O:8][CH3:9])=[CH:4][C:3]=1[C:10]1[CH:15]=[CH:14][C:13]([OH:16])=[CH:12][C:11]=1[CH2:17][C:18]([CH3:22])([CH3:21])[C:19]#[N:20].[CH:23]1([CH:26]([C:33]2[CH:38]=[CH:37][CH:36]=[C:35]([CH2:39]O)[CH:34]=2)[CH2:27][C:28]([O:30][CH2:31][CH3:32])=[O:29])[CH2:25][CH2:24]1.C(P(CCCC)CCCC)CCC.N(C(N1CCCCC1)=O)=NC(N1CCCCC1)=O.